Task: Predict the product of the given reaction.. Dataset: Forward reaction prediction with 1.9M reactions from USPTO patents (1976-2016) (1) Given the reactants C(OC([N:8]1[C:16]2[C:11](=[C:12]([C:18]#[C:19][C:20]([C:22]3[N:23](C(OC(C)(C)C)=O)[CH:24]=[CH:25][CH:26]=3)=[O:21])[C:13]([F:17])=[CH:14][CH:15]=2)[CH:10]=[C:9]1[O:34]C(OC(C)(C)C)=O)=O)(C)(C)C.[I-:42].[Na+].C(O)(C(F)(F)F)=O.C(=O)(O)[O-].[Na+], predict the reaction product. The product is: [F:17][C:13]1[C:12](/[C:18](/[I:42])=[CH:19]/[C:20](=[O:21])[C:22]2[NH:23][CH:24]=[CH:25][CH:26]=2)=[C:11]2[C:16](=[CH:15][CH:14]=1)[NH:8][C:9](=[O:34])[CH2:10]2. (2) Given the reactants COC1C=C(C=CC=1OC)C[NH:7][C:8]1[N:13]2[N:14]=[C:15]([C:17]3[O:18][CH:19]=[CH:20][CH:21]=3)[N:16]=[C:12]2[CH:11]=[C:10]([CH2:22][O:23][C:24]2[CH:29]=[CH:28][CH:27]=[CH:26][C:25]=2[C:30]([OH:33])([CH3:32])[CH3:31])[N:9]=1.O.C(C1C(=O)C(Cl)=C(Cl)C(=O)C=1C#N)#N.C(=O)(O)[O-].[Na+], predict the reaction product. The product is: [NH2:7][C:8]1[N:13]2[N:14]=[C:15]([C:17]3[O:18][CH:19]=[CH:20][CH:21]=3)[N:16]=[C:12]2[CH:11]=[C:10]([CH2:22][O:23][C:24]2[CH:29]=[CH:28][CH:27]=[CH:26][C:25]=2[C:30]([OH:33])([CH3:31])[CH3:32])[N:9]=1. (3) Given the reactants C[O:2][CH:3](OC)[C:4]1[NH:5][C:6]([C:18]2[CH:23]=[CH:22][CH:21]=[C:20]([CH3:24])[N:19]=2)=[C:7]([C:9]2[CH:10]=[CH:11][C:12]3[N:13]([N:15]=[CH:16][N:17]=3)[CH:14]=2)[N:8]=1.C([O-])(O)=O.[Na+], predict the reaction product. The product is: [N:17]1[CH:16]=[N:15][N:13]2[CH:14]=[C:9]([C:7]3[N:8]=[C:4]([CH:3]=[O:2])[NH:5][C:6]=3[C:18]3[CH:23]=[CH:22][CH:21]=[C:20]([CH3:24])[N:19]=3)[CH:10]=[CH:11][C:12]=12.